Predict the reactants needed to synthesize the given product. From a dataset of Full USPTO retrosynthesis dataset with 1.9M reactions from patents (1976-2016). Given the product [CH3:22][O:23][C:24]([C:26]1[C@H:31]([C:32]2[CH:37]=[CH:36][C:35]([C:38]#[N:39])=[CH:34][C:33]=2[CH2:5][CH2:4][CH2:3][CH2:2][CH2:1][OH:6])[N:30]2[C:41](=[O:44])[NH:42][N:43]=[C:29]2[N:28]([C:45]2[CH:50]=[CH:49][CH:48]=[C:47]([C:51]([F:54])([F:53])[F:52])[CH:46]=2)[C:27]=1[CH3:55])=[O:25], predict the reactants needed to synthesize it. The reactants are: [CH2:1]([OH:6])[CH2:2][CH2:3][CH:4]=[CH2:5].B1C2CCCC1CCC2.C(=O)([O-])[O-].[Cs+].[Cs+].[CH3:22][O:23][C:24]([C:26]1[CH:31]([C:32]2[CH:37]=[CH:36][C:35]([C:38]#[N:39])=[CH:34][C:33]=2Br)[N:30]2[C:41](=[O:44])[NH:42][N:43]=[C:29]2[N:28]([C:45]2[CH:50]=[CH:49][CH:48]=[C:47]([C:51]([F:54])([F:53])[F:52])[CH:46]=2)[C:27]=1[CH3:55])=[O:25].C(Cl)Cl.